Dataset: Catalyst prediction with 721,799 reactions and 888 catalyst types from USPTO. Task: Predict which catalyst facilitates the given reaction. (1) The catalyst class is: 3. Product: [CH3:26][O:25][C:22]1[CH:23]=[CH:24][C:19]([CH2:18][N:1]([CH2:18][C:19]2[CH:24]=[CH:23][C:22]([O:25][CH3:26])=[CH:21][CH:20]=2)[C:2]2[CH:3]=[C:4]([F:16])[C:5]([C:9]([CH3:14])([CH3:15])[C:10]([O:12][CH3:13])=[O:11])=[C:6]([F:8])[CH:7]=2)=[CH:20][CH:21]=1. Reactant: [NH2:1][C:2]1[CH:7]=[C:6]([F:8])[C:5]([C:9]([CH3:15])([CH3:14])[C:10]([O:12][CH3:13])=[O:11])=[C:4]([F:16])[CH:3]=1.Cl[CH2:18][C:19]1[CH:24]=[CH:23][C:22]([O:25][CH3:26])=[CH:21][CH:20]=1.[H-].[Na+].[Cl-].[NH4+]. (2) The catalyst class is: 12. Reactant: [F:1][C:2]1[CH:3]=[C:4]2[C:14](=[CH:15][CH:16]=1)[C:8]1([CH2:13][CH2:12][O:11][CH2:10][CH2:9]1)[C:7](=[O:17])[C:6]([C:18](OCC)=[O:19])=[C:5]2[OH:23].Cl.[NH2:25][CH2:26][C:27]([O:29]C(C)(C)C)=[O:28].C(N(C(C)C)C(C)C)C. Product: [F:1][C:2]1[CH:3]=[C:4]2[C:14](=[CH:15][CH:16]=1)[C:8]1([CH2:9][CH2:10][O:11][CH2:12][CH2:13]1)[C:7](=[O:17])[C:6]([C:18]([NH:25][CH2:26][C:27]([OH:29])=[O:28])=[O:19])=[C:5]2[OH:23]. (3) Reactant: [CH:1]1([C:4]2[CH:24]=[CH:23][C:7]([C:8]([C:10]3[C:11](=[O:22])[CH2:12][CH:13]([C:17]([O:19][CH2:20][CH3:21])=[O:18])[CH2:14][C:15]=3O)=[O:9])=[CH:6][CH:5]=2)[CH2:3][CH2:2]1.C(N(S(F)(F)[F:31])CC)C.O. Product: [CH:1]1([C:4]2[CH:24]=[CH:23][C:7]([C:8]([C:10]3[C:11](=[O:22])[CH2:12][CH:13]([C:17]([O:19][CH2:20][CH3:21])=[O:18])[CH2:14][C:15]=3[F:31])=[O:9])=[CH:6][CH:5]=2)[CH2:3][CH2:2]1. The catalyst class is: 4.